Task: Regression. Given two drug SMILES strings and cell line genomic features, predict the synergy score measuring deviation from expected non-interaction effect.. Dataset: NCI-60 drug combinations with 297,098 pairs across 59 cell lines (1) Drug 1: C1=C(C(=O)NC(=O)N1)N(CCCl)CCCl. Drug 2: CC12CCC3C(C1CCC2O)C(CC4=C3C=CC(=C4)O)CCCCCCCCCS(=O)CCCC(C(F)(F)F)(F)F. Cell line: SK-OV-3. Synergy scores: CSS=4.04, Synergy_ZIP=-5.18, Synergy_Bliss=-9.14, Synergy_Loewe=-8.77, Synergy_HSA=-8.67. (2) Drug 1: CC(CN1CC(=O)NC(=O)C1)N2CC(=O)NC(=O)C2. Drug 2: COC1=C2C(=CC3=C1OC=C3)C=CC(=O)O2. Cell line: SK-MEL-5. Synergy scores: CSS=5.15, Synergy_ZIP=-5.72, Synergy_Bliss=-6.21, Synergy_Loewe=-5.93, Synergy_HSA=-6.02. (3) Drug 1: C1=CC(=C2C(=C1NCCNCCO)C(=O)C3=C(C=CC(=C3C2=O)O)O)NCCNCCO. Drug 2: C1=CC(=CC=C1CCCC(=O)O)N(CCCl)CCCl. Cell line: HCT116. Synergy scores: CSS=61.2, Synergy_ZIP=-5.18, Synergy_Bliss=-6.12, Synergy_Loewe=-6.22, Synergy_HSA=-1.44. (4) Drug 1: CN(C)C1=NC(=NC(=N1)N(C)C)N(C)C. Drug 2: C1=CN(C=N1)CC(O)(P(=O)(O)O)P(=O)(O)O. Cell line: NCI-H522. Synergy scores: CSS=-7.40, Synergy_ZIP=-0.433, Synergy_Bliss=-5.74, Synergy_Loewe=-9.61, Synergy_HSA=-9.01. (5) Drug 1: COC1=NC(=NC2=C1N=CN2C3C(C(C(O3)CO)O)O)N. Drug 2: C1=NC2=C(N=C(N=C2N1C3C(C(C(O3)CO)O)F)Cl)N. Cell line: A498. Synergy scores: CSS=-3.50, Synergy_ZIP=1.20, Synergy_Bliss=0.470, Synergy_Loewe=-4.05, Synergy_HSA=-3.48. (6) Drug 1: C1CCN(CC1)CCOC2=CC=C(C=C2)C(=O)C3=C(SC4=C3C=CC(=C4)O)C5=CC=C(C=C5)O. Drug 2: CN(C)N=NC1=C(NC=N1)C(=O)N. Cell line: IGROV1. Synergy scores: CSS=5.16, Synergy_ZIP=-2.72, Synergy_Bliss=-1.12, Synergy_Loewe=-2.55, Synergy_HSA=-1.74.